From a dataset of Reaction yield outcomes from USPTO patents with 853,638 reactions. Predict the reaction yield, written as a fraction of the theoretical maximum amount of product (1.0 means a 100% yield; for example, 0.34 means a 34% yield). (1) The reactants are [CH2:1]([CH:3]1[C:16]2[C:11](=[CH:12][CH:13]=[C:14]([F:17])[CH:15]=2)[C:10]2[CH:9]=[C:8]([C:18]3[CH:23]=[CH:22][CH:21]=[CH:20][CH:19]=3)[CH:7]=[CH:6][C:5]=2[N:4]1[S:24]([C:27]1[CH:32]=[CH:31][C:30]([O:33]C)=[CH:29][CH:28]=1)(=[O:26])=[O:25])[CH3:2].C1CCCCC=1.B(Br)(Br)Br.ClCCl. No catalyst specified. The product is [CH2:1]([CH:3]1[C:16]2[C:11](=[CH:12][CH:13]=[C:14]([F:17])[CH:15]=2)[C:10]2[CH:9]=[C:8]([C:18]3[CH:23]=[CH:22][CH:21]=[CH:20][CH:19]=3)[CH:7]=[CH:6][C:5]=2[N:4]1[S:24]([C:27]1[CH:28]=[CH:29][C:30]([OH:33])=[CH:31][CH:32]=1)(=[O:26])=[O:25])[CH3:2]. The yield is 0.710. (2) The reactants are [CH3:1][O:2][C:3]1[N:8]=[C:7]([NH2:9])[CH:6]=[CH:5][C:4]=1[C:10]([CH3:12])=[CH2:11].[H][H]. The catalyst is CO.[Pd]. The product is [CH:10]([C:4]1[CH:5]=[CH:6][C:7]([NH2:9])=[N:8][C:3]=1[O:2][CH3:1])([CH3:12])[CH3:11]. The yield is 0.530.